This data is from Reaction yield outcomes from USPTO patents with 853,638 reactions. The task is: Predict the reaction yield, written as a fraction of the theoretical maximum amount of product (1.0 means a 100% yield; for example, 0.34 means a 34% yield). (1) The reactants are Br[C:2]1[CH:3]=[C:4]([C:25](=[O:37])[NH:26][CH2:27][C:28]2[C:29](=[O:36])[NH:30][C:31]([CH3:35])=[CH:32][C:33]=2[CH3:34])[C:5]([CH3:24])=[C:6]([N:8]([CH2:22][CH3:23])[CH:9]2[CH2:14][CH2:13][N:12]([C:15]([O:17][C:18]([CH3:21])([CH3:20])[CH3:19])=[O:16])[CH2:11][CH2:10]2)[CH:7]=1.B(O)O.C([O-])([O-])=O.[Na+].[Na+].O1[CH2:52][CH2:51][O:50][CH2:49][CH2:48]1.O. The product is [CH3:34][C:33]1[CH:32]=[C:31]([CH3:35])[NH:30][C:29](=[O:36])[C:28]=1[CH2:27][NH:26][C:25]([C:4]1[C:5]([CH3:24])=[C:6]([N:8]([CH2:22][CH3:23])[CH:9]2[CH2:10][CH2:11][N:12]([C:15]([O:17][C:18]([CH3:20])([CH3:21])[CH3:19])=[O:16])[CH2:13][CH2:14]2)[CH:7]=[C:2]([C:7]2[CH:6]=[CH:5][C:4]([CH2:25][N:26]3[CH2:52][CH2:51][O:50][CH2:49][CH2:48]3)=[CH:3][CH:2]=2)[CH:3]=1)=[O:37]. The yield is 0.687. The catalyst is O.C1C=CC([P]([Pd]([P](C2C=CC=CC=2)(C2C=CC=CC=2)C2C=CC=CC=2)([P](C2C=CC=CC=2)(C2C=CC=CC=2)C2C=CC=CC=2)[P](C2C=CC=CC=2)(C2C=CC=CC=2)C2C=CC=CC=2)(C2C=CC=CC=2)C2C=CC=CC=2)=CC=1. (2) The reactants are C(N)C.[Cl:4][C:5]1[C:6]([O:18]COC)=[CH:7][C:8]([O:14]COC)=[C:9]([CH:13]=1)[C:10]([OH:12])=[O:11].CN1CCOCC1.Cl.CN(C)CCCN=C=NCC.ON1C2C=CC=CC=2N=N1. The catalyst is CN(C=O)C.CCOC(C)=O.O. The product is [Cl:4][C:5]1[C:6]([OH:18])=[CH:7][C:8]([OH:14])=[C:9]([CH:13]=1)[C:10]([OH:12])=[O:11]. The yield is 0.804. (3) The reactants are [OH-].[Na+].[CH:3]1([C:9]2[N:13]3[C:14]4[CH:20]=[CH:19][N:18](S(C5C=CC(C)=CC=5)(=O)=O)[C:15]=4[N:16]=[CH:17][C:12]3=[N:11][CH:10]=2)[CH2:8][CH2:7][CH2:6][CH2:5][CH2:4]1. The catalyst is O1CCOCC1. The product is [CH:3]1([C:9]2[N:13]3[C:14]4[CH:20]=[CH:19][NH:18][C:15]=4[N:16]=[CH:17][C:12]3=[N:11][CH:10]=2)[CH2:4][CH2:5][CH2:6][CH2:7][CH2:8]1. The yield is 0.190. (4) The catalyst is CC(O)=O.[Ni]. The yield is 0.950. The product is [NH2:10][CH2:9][C:5]1[C:6](=[O:8])[NH:7][C:2]([CH3:1])=[CH:3][C:4]=1[CH2:11][N:12]1[CH2:17][CH2:16][O:15][CH2:14][CH2:13]1. The reactants are [CH3:1][C:2]1[NH:7][C:6](=[O:8])[C:5]([C:9]#[N:10])=[C:4]([CH2:11][N:12]2[CH2:17][CH2:16][O:15][CH2:14][CH2:13]2)[CH:3]=1.Cl.O1CCOCC1. (5) The reactants are [CH:1]([C:4]1[CH:17]=[CH:16][C:7]([C:8]([CH:10]2[CH2:15][CH2:14][NH:13][CH2:12][CH2:11]2)=[O:9])=[CH:6][CH:5]=1)([CH3:3])[CH3:2].C(=O)([O-])[O-].[K+].[K+].[CH2:24](Br)[C:25]1[CH:30]=[CH:29][CH:28]=[CH:27][CH:26]=1.O. The catalyst is CN(C)C=O. The product is [CH2:24]([N:13]1[CH2:14][CH2:15][CH:10]([C:8](=[O:9])[C:7]2[CH:16]=[CH:17][C:4]([CH:1]([CH3:3])[CH3:2])=[CH:5][CH:6]=2)[CH2:11][CH2:12]1)[C:25]1[CH:30]=[CH:29][CH:28]=[CH:27][CH:26]=1. The yield is 0.660. (6) The reactants are C([O:3][C:4]([CH2:6][CH2:7][C:8]1[C:9]([C:20]2[CH:25]=[CH:24][N:23]=[CH:22][CH:21]=2)=[C:10]([C:13]2[CH:18]=[CH:17][C:16]([F:19])=[CH:15][CH:14]=2)[NH:11][CH:12]=1)=O)C.[H-].[Al+3].[Li+].[H-].[H-].[H-]. No catalyst specified. The product is [F:19][C:16]1[CH:15]=[CH:14][C:13]([C:10]2[NH:11][CH:12]=[C:8]([CH2:7][CH2:6][CH2:4][OH:3])[C:9]=2[C:20]2[CH:25]=[CH:24][N:23]=[CH:22][CH:21]=2)=[CH:18][CH:17]=1. The yield is 0.910. (7) The reactants are [NH2:1][C:2]1[CH:3]=[C:4]([C@H:31]2[CH2:36][CH2:35][C@H:34]([CH2:37][C:38]([O:40][CH3:41])=[O:39])[CH2:33][CH2:32]2)[CH:5]=[CH:6][C:7]=1[NH:8][C:9]([C:11]1[O:12][C:13]([NH:16][C:17]2[CH:22]=[CH:21][CH:20]=[C:19]([O:23][CH2:24][C:25]3[CH:30]=[CH:29][CH:28]=[CH:27][CH:26]=3)[CH:18]=2)=[N:14][N:15]=1)=O.C(#N)C. The catalyst is C(O)(=O)C. The product is [CH2:24]([O:23][C:19]1[CH:18]=[C:17]([NH:16][C:13]2[O:12][C:11]([C:9]3[NH:8][C:7]4[CH:6]=[CH:5][C:4]([C@H:31]5[CH2:32][CH2:33][C@H:34]([CH2:37][C:38]([O:40][CH3:41])=[O:39])[CH2:35][CH2:36]5)=[CH:3][C:2]=4[N:1]=3)=[N:15][N:14]=2)[CH:22]=[CH:21][CH:20]=1)[C:25]1[CH:26]=[CH:27][CH:28]=[CH:29][CH:30]=1. The yield is 0.500. (8) The reactants are [CH3:1][C:2]1[CH:7]=[CH:6][N:5]=[C:4]([C:8]2([OH:14])[CH2:13][CH2:12][NH:11][CH2:10][CH2:9]2)[CH:3]=1.Cl[C:16]1[CH:17]=[CH:18][C:19]2[N:20]([C:22]([C:25]([F:28])([F:27])[F:26])=[N:23][N:24]=2)[N:21]=1. No catalyst specified. The product is [CH3:1][C:2]1[CH:7]=[CH:6][N:5]=[C:4]([C:8]2([OH:14])[CH2:13][CH2:12][N:11]([C:16]3[CH:17]=[CH:18][C:19]4[N:20]([C:22]([C:25]([F:26])([F:28])[F:27])=[N:23][N:24]=4)[N:21]=3)[CH2:10][CH2:9]2)[CH:3]=1. The yield is 0.810. (9) The reactants are [CH3:1][O:2][C:3]1[CH:14]=[CH:13][C:6]([O:7][C:8]2[S:9][CH:10]=[CH:11][N:12]=2)=[CH:5][CH:4]=1.C([Li])CCC.[CH2:20]([Sn:24](Cl)([CH2:29][CH2:30][CH2:31][CH3:32])[CH2:25][CH2:26][CH2:27][CH3:28])[CH2:21][CH2:22][CH3:23].C(=O)=O. The catalyst is O1CCCC1. The product is [CH3:1][O:2][C:3]1[CH:14]=[CH:13][C:6]([O:7][C:8]2[S:9][C:10]([Sn:24]([CH2:25][CH2:26][CH2:27][CH3:28])([CH2:29][CH2:30][CH2:31][CH3:32])[CH2:20][CH2:21][CH2:22][CH3:23])=[CH:11][N:12]=2)=[CH:5][CH:4]=1. The yield is 0.920. (10) The reactants are [Cl:1][C:2]1[CH:3]=[C:4]([C@H:8]([OH:10])[CH3:9])[CH:5]=[CH:6][CH:7]=1.[H-].[Na+].[F:13][C:14]1[CH:21]=[CH:20][CH:19]=[C:18](F)[C:15]=1[C:16]#[N:17]. The catalyst is CN(C)C=O.O. The product is [F:13][C:14]1[CH:21]=[CH:20][C:19]([O:10][C@@H:8]([C:4]2[CH:5]=[CH:6][CH:7]=[C:2]([Cl:1])[CH:3]=2)[CH3:9])=[CH:18][C:15]=1[C:16]#[N:17]. The yield is 0.500.